Dataset: Forward reaction prediction with 1.9M reactions from USPTO patents (1976-2016). Task: Predict the product of the given reaction. (1) Given the reactants [CH3:1][C:2]1[C:3]([C:18]([OH:20])=O)=[CH:4][S:5][C:6]=1/[C:7](/[CH2:10][CH2:11][N:12]1[CH2:17][CH2:16][O:15][CH2:14][CH2:13]1)=[CH:8]\[CH3:9].Cl.[NH2:22][CH2:23][C:24]1[C:25](=[O:32])[NH:26][C:27]([CH3:31])=[CH:28][C:29]=1[CH3:30].CN1CCOCC1.C1C=NC2N(O)N=NC=2C=1.C(Cl)CCl, predict the reaction product. The product is: [CH3:30][C:29]1[CH:28]=[C:27]([CH3:31])[NH:26][C:25](=[O:32])[C:24]=1[CH2:23][NH:22][C:18]([C:3]1[C:2]([CH3:1])=[C:6](/[C:7](/[CH2:10][CH2:11][N:12]2[CH2:13][CH2:14][O:15][CH2:16][CH2:17]2)=[CH:8]\[CH3:9])[S:5][CH:4]=1)=[O:20]. (2) Given the reactants [OH:1][C@H:2]1[CH2:6][CH2:5][NH:4][C:3]1=[O:7].Br[C:9]1[CH:10]=[C:11]([CH3:15])[CH:12]=[CH:13][CH:14]=1.C1(P(C2C=CC=CC=2)C2C3OC4C(=CC=CC=4P(C4C=CC=CC=4)C4C=CC=CC=4)C(C)(C)C=3C=CC=2)C=CC=CC=1.C(=O)([O-])[O-].[Cs+].[Cs+], predict the reaction product. The product is: [OH:1][C@H:2]1[CH2:6][CH2:5][N:4]([C:9]2[CH:14]=[CH:13][CH:12]=[C:11]([CH3:15])[CH:10]=2)[C:3]1=[O:7]. (3) The product is: [CH3:10][O:9][C:7]1[CH:8]=[C:3]([O:2][CH3:1])[N:4]=[C:5]([O:11][C@@H:12]([C@@:15]2([C:35]3[CH:36]=[CH:37][CH:38]=[CH:39][CH:40]=3)[NH:14][CH2:20][CH2:19][N:18]([CH2:21][C:22]3[C:27]([F:28])=[CH:26][C:25]([F:29])=[CH:24][C:23]=3[F:30])[C:17]3[CH:31]=[CH:32][CH:33]=[CH:34][C:16]2=3)[C:13]([OH:42])=[O:41])[N:6]=1. Given the reactants [CH3:1][O:2][C:3]1[CH:8]=[C:7]([O:9][CH3:10])[N:6]=[C:5]([O:11][C@H:12]2[C@:15]3([C:35]4[CH:40]=[CH:39][CH:38]=[CH:37][CH:36]=4)[C:16]4[CH:34]=[CH:33][CH:32]=[CH:31][C:17]=4[N:18]([CH2:21][C:22]4[C:27]([F:28])=[CH:26][C:25]([F:29])=[CH:24][C:23]=4[F:30])[CH2:19][CH2:20][N:14]3[C:13]2=[O:41])[N:4]=1.[OH:42][Li].O, predict the reaction product. (4) Given the reactants [C:1]([O:5][C:6](=[O:25])[N:7]([CH2:16][C:17]1[CH:22]=[CH:21][C:20]([CH2:23][OH:24])=[CH:19][CH:18]=1)[CH2:8][C:9]1[C:14]([OH:15])=[CH:13][CH:12]=[CH:11][N:10]=1)([CH3:4])([CH3:3])[CH3:2], predict the reaction product. The product is: [C:1]([O:5][C:6](=[O:25])[N:7]([CH2:16][C:17]1[CH:18]=[CH:19][C:20]([CH:23]=[O:24])=[CH:21][CH:22]=1)[CH2:8][C:9]1[C:14]([OH:15])=[CH:13][CH:12]=[CH:11][N:10]=1)([CH3:4])([CH3:2])[CH3:3]. (5) Given the reactants Cl[C:2](Cl)([O:4][C:5](=[O:11])OC(Cl)(Cl)Cl)Cl.[NH2:13][C:14]1[CH:19]=[CH:18][C:17]([C:20]#[C:21][C:22]#[N:23])=[CH:16][CH:15]=1.[CH2:24](N(CC)CC)[CH3:25].C(O)C#C, predict the reaction product. The product is: [C:22]([C:21]#[C:20][C:17]1[CH:16]=[CH:15][C:14]([NH:13][C:5](=[O:11])[O:4][CH2:2][C:24]#[CH:25])=[CH:19][CH:18]=1)#[N:23]. (6) Given the reactants [C:1](=[O:4])([O-])[O-].[K+].[K+].[CH2:7](Br)[C:8]1[CH:13]=[CH:12][CH:11]=[CH:10][CH:9]=1.OCC[C:18]1[CH:23]=[CH:22][C:21]([OH:24])=[CH:20][CH:19]=1, predict the reaction product. The product is: [CH2:7]([O:24][C:21]1[CH:22]=[CH:23][C:18]([CH2:1][OH:4])=[CH:19][CH:20]=1)[C:8]1[CH:13]=[CH:12][CH:11]=[CH:10][CH:9]=1. (7) Given the reactants [CH:1]([C:4]1[CH:9]=[CH:8][C:7]([C:10](=O)[CH:11]([O:13][C:14]2[CH:19]=[C:18]([CH3:20])[CH:17]=[C:16]([CH3:21])[C:15]=2[CH3:22])[CH3:12])=[CH:6][CH:5]=1)([CH3:3])[CH3:2], predict the reaction product. The product is: [CH:1]([C:4]1[CH:9]=[CH:8][C:7]([C:10]2[C:19]3[C:18]([CH3:20])=[CH:17][C:16]([CH3:21])=[C:15]([CH3:22])[C:14]=3[O:13][C:11]=2[CH3:12])=[CH:6][CH:5]=1)([CH3:3])[CH3:2]. (8) Given the reactants Br[CH:2]([CH3:19])[C:3]([C:5]1[C:14]2[C:9](=[C:10]([C:15]([F:18])([F:17])[F:16])[CH:11]=[CH:12][CH:13]=2)[CH:8]=[CH:7][CH:6]=1)=O.[NH:20]1[CH2:24][CH2:23][NH:22][C:21]1=[S:25].[ClH:26], predict the reaction product. The product is: [ClH:26].[CH3:19][C:2]1[S:25][C:21]2=[N:20][CH2:24][CH2:23][N:22]2[C:3]=1[C:5]1[C:14]2[C:9](=[C:10]([C:15]([F:18])([F:17])[F:16])[CH:11]=[CH:12][CH:13]=2)[CH:8]=[CH:7][CH:6]=1. (9) Given the reactants [NH:1]1[CH2:6][CH2:5][S:4][CH2:3][CH2:2]1.CCN(CC)CC.[F:14][C:15]1[CH:16]=[C:17]([N+:22]([O-:24])=[O:23])[CH:18]=[CH:19][C:20]=1F, predict the reaction product. The product is: [F:14][C:15]1[CH:16]=[C:17]([N+:22]([O-:24])=[O:23])[CH:18]=[CH:19][C:20]=1[N:1]1[CH2:6][CH2:5][S:4][CH2:3][CH2:2]1. (10) Given the reactants [C:1]([O:5][C:6]([C:8]([CH3:23])([O:10][C:11]1[CH:16]=[CH:15][C:14]([CH2:17][CH2:18][CH2:19][C:20](O)=[O:21])=[CH:13][CH:12]=1)[CH3:9])=[O:7])([CH3:4])([CH3:3])[CH3:2].[F:24][C:25]([F:40])([F:39])[C:26]1[CH:27]=[C:28]([C:32]2[CH:37]=[CH:36][C:35]([NH2:38])=[CH:34][CH:33]=2)[CH:29]=[CH:30][CH:31]=1, predict the reaction product. The product is: [C:1]([O:5][C:6](=[O:7])[C:8]([CH3:9])([O:10][C:11]1[CH:16]=[CH:15][C:14]([CH2:17][CH2:18][CH2:19][C:20](=[O:21])[NH:38][C:35]2[CH:36]=[CH:37][C:32]([C:28]3[CH:29]=[CH:30][CH:31]=[C:26]([C:25]([F:39])([F:40])[F:24])[CH:27]=3)=[CH:33][CH:34]=2)=[CH:13][CH:12]=1)[CH3:23])([CH3:3])([CH3:2])[CH3:4].